This data is from Reaction yield outcomes from USPTO patents with 853,638 reactions. The task is: Predict the reaction yield, written as a fraction of the theoretical maximum amount of product (1.0 means a 100% yield; for example, 0.34 means a 34% yield). The reactants are [H-].[Na+].C[C:4](P(OC)(O)=O)([C:6]([O-:8])=[O:7])[CH3:5].[CH3:14][O:15][CH2:16][O:17][C:18]1[CH:23]=[C:22]([O:24][CH2:25][O:26][CH3:27])[CH:21]=[CH:20][C:19]=1[CH:28]1[CH2:33][CH2:32]C(=O)[CH2:30][CH2:29]1.O1CCC[CH2:36]1. No catalyst specified. The product is [CH3:14][O:15][CH2:16][O:17][C:18]1[CH:23]=[C:22]([O:24][CH2:25][O:26][CH3:27])[CH:21]=[CH:20][C:19]=1[CH:28]1[CH2:33][CH2:32][C:5](=[CH:4][C:6]([O:8][CH3:36])=[O:7])[CH2:30][CH2:29]1. The yield is 0.950.